Dataset: Catalyst prediction with 721,799 reactions and 888 catalyst types from USPTO. Task: Predict which catalyst facilitates the given reaction. (1) Product: [C:1]([NH:17][NH2:18])(=[S:9])[C:2]1[CH:7]=[CH:6][CH:5]=[CH:4][CH:3]=1. Reactant: [C:1]([S:9]CC(O)=O)(=S)[C:2]1[CH:7]=[CH:6][CH:5]=[CH:4][CH:3]=1.[OH-].[Na+].O.[NH2:17][NH2:18]. The catalyst class is: 6. (2) Reactant: [C:1]1([OH:7])[CH:6]=[CH:5][CH:4]=[CH:3][CH:2]=1.[H-].[Na+].[F:10][C:11]1[CH:16]=[CH:15][C:14]([C:17]2[C:18](=[O:32])[NH:19][NH:20][C:21]=2[C:22]2[CH:27]=[CH:26][N:25]=[C:24](S(C)(=O)=O)[N:23]=2)=[CH:13][CH:12]=1. Product: [F:10][C:11]1[CH:16]=[CH:15][C:14]([C:17]2[C:18](=[O:32])[NH:19][NH:20][C:21]=2[C:22]2[CH:27]=[CH:26][N:25]=[C:24]([O:7][C:1]3[CH:6]=[CH:5][CH:4]=[CH:3][CH:2]=3)[N:23]=2)=[CH:13][CH:12]=1. The catalyst class is: 554. (3) Reactant: [Br:1][C:2]1[CH:7]=[CH:6][C:5]([CH:8]([NH2:10])[CH3:9])=[CH:4][CH:3]=1.CCN(CC)CC.[CH3:18][C:19]([O:22][C:23](O[C:23]([O:22][C:19]([CH3:21])([CH3:20])[CH3:18])=[O:24])=[O:24])([CH3:21])[CH3:20]. Product: [Br:1][C:2]1[CH:7]=[CH:6][C:5]([CH:8]([NH:10][C:23](=[O:24])[O:22][C:19]([CH3:21])([CH3:20])[CH3:18])[CH3:9])=[CH:4][CH:3]=1. The catalyst class is: 2. (4) Reactant: [F:1][C:2]1[CH:23]=[CH:22][C:5]([CH2:6][C:7]2[CH:8]=[N:9][C:10]3[N:11]([N:14]=[CH:15][C:16]=3[C:17]([O:19]CC)=[O:18])[C:12]=2[CH3:13])=[CH:4][C:3]=1[O:24][C:25]([F:28])([F:27])[F:26].[OH-].[K+].Cl. Product: [F:1][C:2]1[CH:23]=[CH:22][C:5]([CH2:6][C:7]2[CH:8]=[N:9][C:10]3[N:11]([N:14]=[CH:15][C:16]=3[C:17]([OH:19])=[O:18])[C:12]=2[CH3:13])=[CH:4][C:3]=1[O:24][C:25]([F:28])([F:27])[F:26]. The catalyst class is: 14. (5) Reactant: Cl[CH2:2][C:3]1[O:7][N:6]=[CH:5][C:4]=1[CH3:8].[C-:9]#[N:10].[K+].ClCCl.CO. Product: [CH3:8][C:4]1[CH:5]=[N:6][O:7][C:3]=1[CH2:2][C:9]#[N:10]. The catalyst class is: 144. (6) Reactant: Cl.[NH:2]1[C:7]2[N:8]=[CH:9][CH:10]=[CH:11][C:6]=2[C:5]2([CH2:16][CH2:15][NH:14][CH2:13][CH2:12]2)[O:4][C:3]1=[O:17].Cl[C:19]1[N:24]=[C:23]([CH3:25])[N:22]=[C:21]([C:26]([C:28]2[CH:38]=[C:37]([CH3:39])[C:31]3[N:32]([CH3:36])[C:33](=[O:35])[O:34][C:30]=3[CH:29]=2)=[O:27])[CH:20]=1.CCN(C(C)C)C(C)C. Product: [CH3:36][N:32]1[C:31]2[C:37]([CH3:39])=[CH:38][C:28]([C:26]([C:21]3[N:22]=[C:23]([CH3:25])[N:24]=[C:19]([N:14]4[CH2:13][CH2:12][C:5]5([O:4][C:3](=[O:17])[NH:2][C:7]6[N:8]=[CH:9][CH:10]=[CH:11][C:6]5=6)[CH2:16][CH2:15]4)[CH:20]=3)=[O:27])=[CH:29][C:30]=2[O:34][C:33]1=[O:35]. The catalyst class is: 3.